Dataset: Experimentally validated miRNA-target interactions with 360,000+ pairs, plus equal number of negative samples. Task: Binary Classification. Given a miRNA mature sequence and a target amino acid sequence, predict their likelihood of interaction. (1) The miRNA is ath-miR160a-5p with sequence UGCCUGGCUCCCUGUAUGCCA. The protein sequence of the target gene is MAEVGGVFASLDWDLHGFSSSLGNVPLADSPGFLNERLGQIEGKLQRGSPTDFAHLKGILRRRQLYCRTGFHLEIFPNGTVHGTRHDHSRFGILEFISLAVGLISIRGVDSGLYLGMNERGELYGSKKLTRECVFREQFEENWYNTYASTLYKHSDSERQYYVALNKDGSPREGYRTKRHQKFTHFLPRPVDPSKLPSMSRDLFRYR. Result: 0 (no interaction). (2) The miRNA is hsa-miR-212-3p with sequence UAACAGUCUCCAGUCACGGCC. The protein sequence of the target gene is MRPQILLLLALLTLGLAAQHQDKVPCKMVDKKVSCQVLGLLQVPSVLPPDTETLDLSGNQLRSILASPLGFYTALRHLDLSTNEISFLQPGAFQALTHLEHLSLAHNRLAMATALSAGGLGPLPRVTSLDLSGNSLYSGLLERLLGEAPSLHTLSLAENSLTRLTRHTFRDMPALEQLDLHSNVLMDIEDGAFEGLPRLTHLNLSRNSLTCISDFSLQQLRVLDLSCNSIEAFQTASQPQAEFQLTWLDLRENKLLHFPDLAALPRLIYLNLSNNLIRLPTGPPQDSKGIHAPSEGWSAL.... Result: 0 (no interaction). (3) The miRNA is ssc-miR-34c with sequence AGGCAGUGUAGUUAGCUGAUUGC. The protein sequence of the target gene is MAPGCKSELRNVTNSHSNQPSNEGDAIKVFVRIRPAEEGARSADGEQSFCLSVLSQTTLRLHSNPDPKTFVFDYVAGMDTTQESVFSTVAKSIVESCMSGYNGTIFAYGQTGSGKTFTMMGPSDSDNFSHNLRGIIPRSFEYLFSLIDREKEKAGAGKSFLCKCSFIEVYNEQIYDLLDSASVGLYLREHIKKGVFVVGAVEQAVTSAAETYQVLSRGWRNRRVASTSMNRESSRSHAVFTITIESMEKSSETVNIRTSLLNLVDLAGSERQKDTHAEGMRLKEAGNINRSLSCLGQVIT.... Result: 0 (no interaction). (4) The miRNA is hsa-miR-4726-5p with sequence AGGGCCAGAGGAGCCUGGAGUGG. The protein sequence of the target gene is MALSGSTPAPCWEEDECLDYYGMLSLHRMFEVVGGQLTECELELLAFLLDEAPGAAGGLARARSGLELLLELERRGQCDESNLRLLGQLLRVLARHDLLPHLARKRRRPVSPERYSYGTSSSSKRTEGSCRRRRQSSSSANSQQGQWETGSPPTKRQRRSRGRPSGGARRRRRGAPAAPQQQSEPARPSSEGKVTCDIRLRVRAEYCEHGPALEQGVASRRPQALARQLDVFGQATAVLRSRDLGSVVCDIKFSELSYLDAFWGDYLSGALLQALRGVFLTEALREAVGREAVRLLVSVD.... Result: 0 (no interaction). (5) The miRNA is mmu-miR-721 with sequence CAGUGCAAUUAAAAGGGGGAA. The protein sequence of the target gene is MAQYALEAGVSWLATSVSVVASGTWQFAKWTHKYVMQQAEELEADEPEESYFQQMVDKEKEFHNYVRQQIICMWLFMLLYLFAYWLISRLKRKTEREALYAGEEDYFVYRVSVWISSTATATSIGSLTLLPFSVIGVELLQLYDGNYYLQWLSYSLIGALWNYVFVLSNVSLFVLLPFSYFFIESQGFSTSKIGNDMTQRIYEAMAISFLFAFVLLCLAEVVLTILDYPVSFLSITSVNLPLIYSCVSFIGAVLLLISTPYGFAKMFSLARDFLVTEETADIEEENSEQSEDVTEPKNSS.... Result: 0 (no interaction). (6) The miRNA is hsa-miR-653-5p with sequence GUGUUGAAACAAUCUCUACUG. The protein sequence of the target gene is MKEMSANTVLDSQRQQKHYGITSPISLASPKEIDHIYTQKLIDAMKPFGVFEDEEELNHRLVVLGKLNNLVKEWISDVSESKNLPPSVVATVGGKIFTFGSYRLGVHTKGADIDALCVAPRHVERSDFFQSFFEKLKHQDGIRNLRAVEDAFVPVIKFEFDGIEIDLVFARLAIQTISDNLDLRDDSRLRSLDIRCIRSLNGCRVTDEILHLVPNKETFRLTLRAVKLWAKRRGIYSNMLGFLGGVSWAMLVARTCQLYPNAAASTLVHKFFLVFSKWEWPNPVLLKQPEESNLNLPVWD.... Result: 1 (interaction). (7) The miRNA is hsa-miR-3155b with sequence CCAGGCUCUGCAGUGGGA. The protein sequence of the target gene is MEAPASAQTPHPHEPISFGIDQILNSPDQDSAPAPRGPDGASYLGGPPGGRPGATYPSLPASFAGLGAPFEDAGSYSVNLSLAPAGVIRVPAHRPLPGAVPPPLPSALPAMPSVPTVSSLGGLNFPWMESSRRFVKDRFTAAAALTPFTVTRRIGHPYQNRTPPKRKKPRTSFSRVQICELEKRFHRQKYLASAERAALAKSLKMTDAQVKTWFQNRRTKWRRQTAEEREAERQQASRLMLQLQHDAFQKSLNDSIQPDPLCLHNSSLFALQNLQPWEEDSSKVPAVTSLV. Result: 0 (no interaction).